Dataset: Full USPTO retrosynthesis dataset with 1.9M reactions from patents (1976-2016). Task: Predict the reactants needed to synthesize the given product. Given the product [F:1][C:2]1[CH:7]=[CH:6][C:5]([C:8]2[S:12][CH:11]([C:13]3[CH:18]=[CH:17][CH:16]=[CH:15][C:14]=3[OH:19])[N:10]([C:30]([C:32]3[C:37]([F:38])=[CH:36][C:35]([F:39])=[CH:34][C:33]=3[F:40])=[O:31])[N:9]=2)=[CH:4][CH:3]=1, predict the reactants needed to synthesize it. The reactants are: [F:1][C:2]1[CH:7]=[CH:6][C:5]([C:8]2[S:12][CH:11]([C:13]3[CH:18]=[CH:17][CH:16]=[CH:15][C:14]=3[O:19][Si](C(C)C)(C(C)C)C(C)C)[N:10]([C:30]([C:32]3[C:37]([F:38])=[CH:36][C:35]([F:39])=[CH:34][C:33]=3[F:40])=[O:31])[N:9]=2)=[CH:4][CH:3]=1.FC1C=CC(C2SC(C3C=CC=C(OC)C=3O[Si](C(C)C)(C(C)C)C(C)C)N(C(C3C(F)=CC(F)=CC=3F)=O)N=2)=CC=1.[F-].C([N+](CCCC)(CCCC)CCCC)CCC.